This data is from Reaction yield outcomes from USPTO patents with 853,638 reactions. The task is: Predict the reaction yield, written as a fraction of the theoretical maximum amount of product (1.0 means a 100% yield; for example, 0.34 means a 34% yield). (1) The reactants are CN(C=O)C.Br[C:7]1[C:12]([O:13][CH2:14][CH2:15][CH:16]=[CH2:17])=[CH:11][CH:10]=[CH:9][N:8]=1.C1(P(C2C=CC=CC=2)C2C=CC=CC=2)C=CC=CC=1.C([O-])(=O)C.[K+]. The catalyst is O.[Cl-].C([N+](CC)(CC)CC)C.CCOC(C)=O.[Cl-].[Na+].O.O.C([O-])(=O)C.[Pd+2].C([O-])(=O)C. The product is [CH2:17]=[C:16]1[C:7]2=[N:8][CH:9]=[CH:10][CH:11]=[C:12]2[O:13][CH2:14][CH2:15]1. The yield is 0.670. (2) The reactants are [H-].[Na+].[CH2:3]([O:10][C:11]1[CH:16]=[CH:15][C:14]([CH2:17][CH2:18][OH:19])=[CH:13][CH:12]=1)[C:4]1[CH:9]=[CH:8][CH:7]=[CH:6][CH:5]=1.Br[CH2:21][CH2:22][CH2:23][Cl:24].[I-].[K+].[Cl-].[NH4+]. The catalyst is O1CCCC1.CN(C)C=O.O1CCCC1.C(OCC)(=O)C.O.C(OC)(C)(C)C.CN(C)C=O. The product is [CH2:3]([O:10][C:11]1[CH:12]=[CH:13][C:14]([CH2:17][CH2:18][O:19][CH2:21][CH2:22][CH2:23][Cl:24])=[CH:15][CH:16]=1)[C:4]1[CH:5]=[CH:6][CH:7]=[CH:8][CH:9]=1. The yield is 0.190. (3) The reactants are S(=O)(=O)(O)O.[F:6][C:7]1[CH:8]=[CH:9][C:10]([CH3:14])=[C:11](N)[CH:12]=1.N([O-])=[O:16].[Na+].NC(N)=O.S([O-])([O-])(=O)=O.[Na+].[Na+]. The catalyst is O. The product is [F:6][C:7]1[CH:8]=[CH:9][C:10]([CH3:14])=[C:11]([OH:16])[CH:12]=1. The yield is 0.990. (4) The reactants are Cl.[CH2:2]([O:4][C:5]([C:7]1[CH:8]=[N:9][C:10]2[C:15]([CH:16]=1)=[CH:14][CH:13]=[C:12]([N:17]=C(C1C=CC=CC=1)C1C=CC=CC=1)[CH:11]=2)=[O:6])[CH3:3]. The catalyst is C(O)C. The product is [CH2:2]([O:4][C:5]([C:7]1[CH:8]=[N:9][C:10]2[C:15]([CH:16]=1)=[CH:14][CH:13]=[C:12]([NH2:17])[CH:11]=2)=[O:6])[CH3:3]. The yield is 0.680. (5) The reactants are C(Cl)(=O)C(Cl)=O.CS(C)=O.[C:11]([O:15][C:16]([N:18]1[CH2:23][CH2:22][CH:21]([CH2:24][OH:25])[CH2:20][CH2:19]1)=[O:17])([CH3:14])([CH3:13])[CH3:12].C(N(CC)CC)C.[Cl-].[NH4+]. The catalyst is ClCCl. The product is [C:11]([O:15][C:16]([N:18]1[CH2:23][CH2:22][CH:21]([CH:24]=[O:25])[CH2:20][CH2:19]1)=[O:17])([CH3:14])([CH3:13])[CH3:12]. The yield is 1.00. (6) The reactants are [NH2:1][C:2]1[CH:3]=[CH:4][C:5]([O:8][C:9](=[O:18])[N:10]([CH3:17])[C:11]2[CH:16]=[CH:15][CH:14]=[CH:13][CH:12]=2)=[N:6][CH:7]=1.C1C=C(O[C:26](OC2N=CC=CC=2)=[S:27])N=CC=1.Cl.C[O:37][C:38](=O)[C:39]([NH2:42])([CH3:41])[CH3:40].C(N(CC)CC)C. The catalyst is ClCC(Cl)C.CN(C)C=O. The product is [CH3:40][C:39]1([CH3:41])[C:38](=[O:37])[N:1]([C:2]2[CH:3]=[CH:4][C:5]([O:8][C:9](=[O:18])[N:10]([CH3:17])[C:11]3[CH:16]=[CH:15][CH:14]=[CH:13][CH:12]=3)=[N:6][CH:7]=2)[C:26](=[S:27])[NH:42]1. The yield is 0.700. (7) The reactants are FC(F)(F)S([O:6][S:7]([C:10]([F:13])([F:12])[F:11])(=[O:9])=[O:8])(=O)=O.N1C=CC=CC=1.[F:22][C:23]1[CH:42]=[CH:41][C:26]2[CH:27]=[C:28]([CH2:30][C:31]3[CH:36]=[CH:35][CH:34]=[C:33]([C:37]([F:40])([F:39])[F:38])[CH:32]=3)[S:29][C:25]=2[C:24]=1O.[OH-].[Na+]. The catalyst is O. The product is [F:13][C:10]([F:11])([F:12])[S:7]([O:6][C:24]1[C:25]2[S:29][C:28]([CH2:30][C:31]3[CH:36]=[CH:35][CH:34]=[C:33]([C:37]([F:38])([F:39])[F:40])[CH:32]=3)=[CH:27][C:26]=2[CH:41]=[CH:42][C:23]=1[F:22])(=[O:8])=[O:9]. The yield is 0.470.